From a dataset of Full USPTO retrosynthesis dataset with 1.9M reactions from patents (1976-2016). Predict the reactants needed to synthesize the given product. (1) Given the product [Br:21][C:18]1[CH:19]=[CH:20][N:15]2[N:14]=[C:1]([CH:2]([CH3:7])[CH3:3])[N:22]=[C:16]2[CH:17]=1, predict the reactants needed to synthesize it. The reactants are: [CH3:1][C:2]1[CH:7]=C(C)C=C(C)[C:3]=1S([O-])(=O)=O.[NH2:14][N+:15]1[CH:20]=[CH:19][C:18]([Br:21])=[CH:17][C:16]=1[NH2:22].C(Cl)(=O)C(C)C. (2) Given the product [Cl:32][C:28]1[CH:29]=[C:30]([CH3:31])[C:25]([N:21]2[C:16]3=[N:17][C:18]([CH3:20])=[CH:19][C:14]([N:11]4[CH2:10][CH2:9][CH:8]([CH2:6][OH:5])[CH2:13][CH2:12]4)=[C:15]3[C:23]([CH3:24])=[CH:22]2)=[C:26]([CH3:33])[CH:27]=1, predict the reactants needed to synthesize it. The reactants are: [BH4-].[Li+].C([O:5][C:6]([CH:8]1[CH2:13][CH2:12][N:11]([C:14]2[CH:19]=[C:18]([CH3:20])[N:17]=[C:16]3[N:21]([C:25]4[C:30]([CH3:31])=[CH:29][C:28]([Cl:32])=[CH:27][C:26]=4[CH3:33])[CH:22]=[C:23]([CH3:24])[C:15]=23)[CH2:10][CH2:9]1)=O)C.Cl.[OH-].[Na+]. (3) Given the product [NH2:16][C:17](=[O:60])[C:18]([CH3:58])([CH3:59])[CH2:19][NH:20][C:21]([C@H:23]([CH:55]([CH3:56])[CH3:57])[CH2:24][C@@H:25]1[O:29][CH2:28][N:27]([C:30]([O:32][CH2:33][O:4][C:3](=[O:5])[CH:2]([CH3:1])[CH2:6][N:7]2[CH2:12][CH2:11][O:10][CH2:9][CH2:8]2)=[O:31])[C@H:26]1[CH2:35][C@H:36]([CH2:40][C:41]1[CH:46]=[CH:45][C:44]([O:47][CH3:48])=[C:43]([O:49][CH2:50][CH2:51][CH2:52][O:53][CH3:54])[CH:42]=1)[CH:37]([CH3:38])[CH3:39])=[O:22], predict the reactants needed to synthesize it. The reactants are: [CH3:1][CH:2]([CH2:6][N:7]1[CH2:12][CH2:11][O:10][CH2:9][CH2:8]1)[C:3]([O-:5])=[O:4].[Cs+].[I-].[Cs+].[NH2:16][C:17](=[O:60])[C:18]([CH3:59])([CH3:58])[CH2:19][NH:20][C:21]([C@H:23]([CH:55]([CH3:57])[CH3:56])[CH2:24][C@@H:25]1[O:29][CH2:28][N:27]([C:30]([O:32][CH2:33]Cl)=[O:31])[C@H:26]1[CH2:35][C@H:36]([CH2:40][C:41]1[CH:46]=[CH:45][C:44]([O:47][CH3:48])=[C:43]([O:49][CH2:50][CH2:51][CH2:52][O:53][CH3:54])[CH:42]=1)[CH:37]([CH3:39])[CH3:38])=[O:22]. (4) Given the product [C:28]([O:32][C:33]([N:35]1[CH2:40][CH2:39][C:38]2([CH2:45][CH2:44][CH:43]([NH:5][C:4]3[CH:6]=[CH:7][C:8]([Cl:9])=[C:2]([Cl:1])[CH:3]=3)[CH2:42][CH2:41]2)[CH2:37][CH2:36]1)=[O:34])([CH3:31])([CH3:29])[CH3:30], predict the reactants needed to synthesize it. The reactants are: [Cl:1][C:2]1[CH:3]=[C:4]([CH:6]=[CH:7][C:8]=1[Cl:9])[NH2:5].C(O[BH-](OC(=O)C)OC(=O)C)(=O)C.[Na+].C(O)(=O)C.[C:28]([O:32][C:33]([N:35]1[CH2:40][CH2:39][C:38]2([CH2:45][CH2:44][C:43](=O)[CH2:42][CH2:41]2)[CH2:37][CH2:36]1)=[O:34])([CH3:31])([CH3:30])[CH3:29].